This data is from Catalyst prediction with 721,799 reactions and 888 catalyst types from USPTO. The task is: Predict which catalyst facilitates the given reaction. (1) The catalyst class is: 10. Reactant: NC1C=CC([C:8]2[C:13]([S:14]([NH2:17])(=[O:16])=[O:15])=[CH:12][CH:11]=[C:10]([NH2:18])[CH:9]=2)=CC=1.[CH:19]1[C:31]2[CH2:30][C:29]3[C:24](=[CH:25][CH:26]=[CH:27][CH:28]=3)[C:23]=2[CH:22]=[CH:21][C:20]=1[N:32]=[C:33]=[O:34].[K+].[Br-].NC(N)=O. Product: [CH:19]1[C:31]2[CH2:30][C:29]3[C:24](=[CH:25][CH:26]=[CH:27][CH:28]=3)[C:23]=2[CH:22]=[CH:21][C:20]=1[NH:32][C:33]([NH:18][C:10]1[CH:9]=[CH:8][C:13]([S:14]([NH2:17])(=[O:15])=[O:16])=[CH:12][CH:11]=1)=[O:34]. (2) Reactant: [C:1]([C:3]1[CH:12]=[CH:11][C:6]([C:7]([O:9]C)=[O:8])=[C:5]([O:13][CH3:14])[CH:4]=1)#[N:2].O.O[Li].O. Product: [C:1]([C:3]1[CH:12]=[CH:11][C:6]([C:7]([OH:9])=[O:8])=[C:5]([O:13][CH3:14])[CH:4]=1)#[N:2]. The catalyst class is: 5. (3) Product: [Cl:23][C:24]([CH:27]([C:33]([O:35][CH2:36][CH3:37])=[O:34])[C:28]([O:30][CH2:31][CH3:32])=[O:29])=[CH:25][CH3:26]. Reactant: C(N(CC)CC)C.C(C(C(OCC)=O)C(OCC)=O)(=O)CC.[Cl:23][C:24](=[C:27]([C:33]([O:35][CH2:36][CH3:37])=[O:34])[C:28]([O:30][CH2:31][CH3:32])=[O:29])[CH2:25][CH3:26].P(Cl)(Cl)(Cl)=O. The catalyst class is: 93. (4) Reactant: [CH3:1][O:2][C:3](=[O:12])[C:4]1[CH:9]=[CH:8][C:7]([NH2:10])=[C:6](I)[CH:5]=1.[C:13]1([O:19][CH2:20][C:21]#[CH:22])[CH:18]=[CH:17][CH:16]=[CH:15][CH:14]=1.C(N(CC)CC)C. Product: [CH3:1][O:2][C:3]([C:4]1[CH:5]=[C:6]2[C:7](=[CH:8][CH:9]=1)[NH:10][C:21]([CH2:20][O:19][C:13]1[CH:18]=[CH:17][CH:16]=[CH:15][CH:14]=1)=[CH:22]2)=[O:12]. The catalyst class is: 654. (5) Reactant: [CH2:1]([C:3]1[N:7]([C:8]2[N:16]=[C:15]3[C:11]([N:12]=[C:13]([CH2:23][N:24]4[CH2:27][CH:26]([CH:28]5[CH2:33][CH2:32][O:31][CH2:30][CH2:29]5)[CH2:25]4)[N:14]3C3CCCCO3)=[C:10]([N:34]3[CH2:39][CH2:38][O:37][CH2:36][CH2:35]3)[N:9]=2)[C:6]2[CH:40]=[CH:41][CH:42]=[CH:43][C:5]=2[N:4]=1)[CH3:2]. Product: [NH3:4].[CH2:1]([C:3]1[N:7]([C:8]2[N:16]=[C:15]3[C:11]([N:12]=[C:13]([CH2:23][N:24]4[CH2:27][CH:26]([CH:28]5[CH2:29][CH2:30][O:31][CH2:32][CH2:33]5)[CH2:25]4)[NH:14]3)=[C:10]([N:34]3[CH2:35][CH2:36][O:37][CH2:38][CH2:39]3)[N:9]=2)[C:6]2[CH:40]=[CH:41][CH:42]=[CH:43][C:5]=2[N:4]=1)[CH3:2]. The catalyst class is: 33.